From a dataset of Forward reaction prediction with 1.9M reactions from USPTO patents (1976-2016). Predict the product of the given reaction. (1) The product is: [Cl:1][C:2]1[C:11]([O:12][CH2:13][C:14]2[CH:15]=[CH:16][C:17]([O:20][CH3:21])=[CH:18][CH:19]=2)=[C:10]([O:22][CH2:23][C:24]2[CH:29]=[CH:28][C:27]([O:30][CH3:31])=[CH:26][CH:25]=2)[CH:9]=[C:8]2[C:3]=1[C:4](=[O:41])[C:5]([CH2:35][N:36]1[CH2:40][CH2:39][CH2:38][CH2:37]1)=[CH:6][N:7]2[CH3:32]. Given the reactants [Cl:1][C:2]1[C:11]([O:12][CH2:13][C:14]2[CH:19]=[CH:18][C:17]([O:20][CH3:21])=[CH:16][CH:15]=2)=[C:10]([O:22][CH2:23][C:24]2[CH:29]=[CH:28][C:27]([O:30][CH3:31])=[CH:26][CH:25]=2)[CH:9]=[C:8]2[C:3]=1[C:4](=[O:41])[C:5]([CH2:35][N:36]1[CH2:40][CH2:39][CH2:38][CH2:37]1)=[CH:6][N:7]2[CH:32]1CC1.CN, predict the reaction product. (2) Given the reactants [CH2:1]([C:7]1[CH:12]=[CH:11][C:10]([C:13]2[C:14]([C:33]([O:35]CC)=[O:34])=[N:15][N:16]([C:22]([CH3:32])([CH3:31])[CH2:23][C:24]3[CH:29]=[CH:28][C:27]([CH3:30])=[CH:26][CH:25]=3)[C:17]=2[O:18][CH2:19][O:20][CH3:21])=[CH:9][CH:8]=1)[CH2:2][CH2:3][CH2:4][CH2:5][CH3:6].[OH-].[Na+], predict the reaction product. The product is: [CH2:1]([C:7]1[CH:8]=[CH:9][C:10]([C:13]2[C:14]([C:33]([OH:35])=[O:34])=[N:15][N:16]([C:22]([CH3:31])([CH3:32])[CH2:23][C:24]3[CH:25]=[CH:26][C:27]([CH3:30])=[CH:28][CH:29]=3)[C:17]=2[O:18][CH2:19][O:20][CH3:21])=[CH:11][CH:12]=1)[CH2:2][CH2:3][CH2:4][CH2:5][CH3:6]. (3) The product is: [OH:10][CH2:9][C:4]1[N:3]=[C:2]([C:11]2[CH:16]=[CH:15][CH:14]=[CH:13][CH:12]=2)[C:7]([OH:8])=[CH:6][CH:5]=1. Given the reactants Br[C:2]1[C:7]([OH:8])=[CH:6][CH:5]=[C:4]([CH2:9][OH:10])[N:3]=1.[C:11]1(B(O)O)[CH:16]=[CH:15][CH:14]=[CH:13][CH:12]=1.C([O-])([O-])=O.[Na+].[Na+], predict the reaction product. (4) Given the reactants F[C:2](F)(F)[C:3]1[CH:8]=[CH:7][C:6]([OH:9])=[CH:5][CH:4]=1.[C:12](OCC)(=[O:14])C.[CH3:18][CH2:19][CH2:20][CH2:21][CH2:22]C, predict the reaction product. The product is: [OH:9][C:6]1[CH:7]=[CH:8][C:3]([C:2]2[CH:22]=[CH:21][CH:20]=[CH:19][CH:18]=2)=[CH:4][C:5]=1[CH:12]=[O:14].